From a dataset of Forward reaction prediction with 1.9M reactions from USPTO patents (1976-2016). Predict the product of the given reaction. Given the reactants [F:1][C:2]1[CH:7]=[CH:6][C:5]([CH3:8])=[CH:4][C:3]=1[NH:9][C:10]([NH:12][C:13]1[CH:33]=[CH:32][C:16]([O:17][C:18]2[CH:23]=[CH:22][N:21]=[C:20]([C:24]3[NH:28][CH:27]=[C:26]([C:29]([OH:31])=O)[CH:25]=3)[CH:19]=2)=[CH:15][CH:14]=1)=[O:11].CN(C(ON1N=NC2C=CC=NC1=2)=[N+](C)C)C.F[P-](F)(F)(F)(F)F.C(N(CC)C(C)C)(C)C.[CH2:67]([O:69][CH:70]([O:73][CH2:74][CH3:75])[CH2:71][NH2:72])[CH3:68], predict the reaction product. The product is: [CH2:67]([O:69][CH:70]([O:73][CH2:74][CH3:75])[CH2:71][NH:72][C:29]([C:26]1[CH:25]=[C:24]([C:20]2[CH:19]=[C:18]([O:17][C:16]3[CH:15]=[CH:14][C:13]([NH:12][C:10]([NH:9][C:3]4[CH:4]=[C:5]([CH3:8])[CH:6]=[CH:7][C:2]=4[F:1])=[O:11])=[CH:33][CH:32]=3)[CH:23]=[CH:22][N:21]=2)[NH:28][CH:27]=1)=[O:31])[CH3:68].